Dataset: Full USPTO retrosynthesis dataset with 1.9M reactions from patents (1976-2016). Task: Predict the reactants needed to synthesize the given product. (1) Given the product [CH3:1][C:7]1[N:8]=[C:9]([CH2:26][CH2:27][C:28]([OH:30])=[O:29])[N:10]([CH2:18][O:19][CH2:20][CH2:21][Si:22]([CH3:23])([CH3:25])[CH3:24])[C:11]=1[C:12]1[CH:17]=[CH:16][CH:15]=[CH:14][CH:13]=1, predict the reactants needed to synthesize it. The reactants are: [C:1]1([C:7]2[N:8]=[C:9]([CH2:26][CH2:27][C:28]([OH:30])=[O:29])[N:10]([CH2:18][O:19][CH2:20][CH2:21][Si:22]([CH3:25])([CH3:24])[CH3:23])[C:11]=2[C:12]2[CH:17]=[CH:16][CH:15]=[CH:14][CH:13]=2)C=CC=CC=1.C1(C(=O)C(=O)C)C=CC=CC=1. (2) Given the product [ClH:6].[Cl:6][C:7]1[CH:12]=[CH:11][CH:10]=[CH:9][C:8]=1[CH2:13][CH2:14][N:15]([CH3:33])[CH2:16][CH2:17][CH2:18][CH2:19][C:20]([C:22]1[CH:32]=[CH:31][C:25]2[CH2:26][CH2:27][N:28]([C:4]([NH:3][CH2:1][CH3:2])=[O:5])[CH2:29][CH2:30][C:24]=2[CH:23]=1)=[O:21], predict the reactants needed to synthesize it. The reactants are: [CH2:1]([N:3]=[C:4]=[O:5])[CH3:2].[Cl:6][C:7]1[CH:12]=[CH:11][CH:10]=[CH:9][C:8]=1[CH2:13][CH2:14][N:15]([CH3:33])[CH2:16][CH2:17][CH2:18][CH2:19][C:20]([C:22]1[CH:32]=[CH:31][C:25]2[CH2:26][CH2:27][NH:28][CH2:29][CH2:30][C:24]=2[CH:23]=1)=[O:21].O.